Dataset: Forward reaction prediction with 1.9M reactions from USPTO patents (1976-2016). Task: Predict the product of the given reaction. (1) Given the reactants C([O:3][C:4]([C:6]1[N:10]([CH2:11][C:12]2[CH:17]=[CH:16][CH:15]=[C:14]([Cl:18])[CH:13]=2)[C:9]2[CH:19]=[C:20]([C:22]#[C:23][C:24]3[CH:29]=[CH:28][CH:27]=[CH:26][CH:25]=3)[S:21][C:8]=2[CH:7]=1)=[O:5])C.[OH-].[K+].Cl, predict the reaction product. The product is: [Cl:18][C:14]1[CH:13]=[C:12]([CH:17]=[CH:16][CH:15]=1)[CH2:11][N:10]1[C:6]([C:4]([OH:5])=[O:3])=[CH:7][C:8]2[S:21][C:20]([C:22]#[C:23][C:24]3[CH:29]=[CH:28][CH:27]=[CH:26][CH:25]=3)=[CH:19][C:9]1=2. (2) Given the reactants [NH2:1][C:2]1[CH:7]=[CH:6][C:5]([Cl:8])=[CH:4][C:3]=1[C:9]([C:11]1[CH:16]=[CH:15][N:14]=[CH:13][CH:12]=1)=[O:10].[F:17][C:18]([F:30])([F:29])[C:19]1[CH:24]=[CH:23][C:22]([S:25](Cl)(=[O:27])=[O:26])=[CH:21][CH:20]=1, predict the reaction product. The product is: [Cl:8][C:5]1[CH:6]=[CH:7][C:2]([NH:1][S:25]([C:22]2[CH:21]=[CH:20][C:19]([C:18]([F:17])([F:29])[F:30])=[CH:24][CH:23]=2)(=[O:27])=[O:26])=[C:3]([C:9]([C:11]2[CH:16]=[CH:15][N:14]=[CH:13][CH:12]=2)=[O:10])[CH:4]=1. (3) Given the reactants [Br:1][C:2]1[C:3]([OH:12])=[N:4][CH:5]=[C:6]([CH:11]=1)[C:7]([O:9][CH3:10])=[O:8].I[CH:14]([CH3:16])[CH3:15], predict the reaction product. The product is: [Br:1][C:2]1[C:3]([O:12][CH:14]([CH3:16])[CH3:15])=[N:4][CH:5]=[C:6]([CH:11]=1)[C:7]([O:9][CH3:10])=[O:8].